Dataset: Full USPTO retrosynthesis dataset with 1.9M reactions from patents (1976-2016). Task: Predict the reactants needed to synthesize the given product. (1) The reactants are: [CH3:1][O:2][C:3]1([O:9][CH3:10])[CH2:8][CH2:7][S:6][CH2:5][CH2:4]1.CO.COC1CCSCC=1.OC1C(O)=[C:29]([O:32][CH3:33])[CH:28]=[CH:27][C:23]=1[C:24]([OH:26])=[O:25]. Given the product [CH3:33][O:32][C:29]1[C:1]2[O:2][C:3]3([O:9][C:10]=2[C:23]([C:24]([OH:26])=[O:25])=[CH:27][CH:28]=1)[CH2:8][CH2:7][S:6][CH2:5][CH2:4]3, predict the reactants needed to synthesize it. (2) Given the product [CH3:35][NH:36][C:37]([NH:39][C:40]1[CH:41]=[CH:42][C:43]([C:46]2[N:51]=[C:50]3[N:52]([CH:55]4[CH2:60][CH2:59][N:58]([C:29](=[O:31])[CH2:28][CH2:27][C:26](=[O:25])/[CH:32]=[CH:33]/[CH3:34])[CH2:57][CH2:56]4)[N:53]=[CH:54][C:49]3=[C:48]([N:61]3[CH2:66][CH2:65][O:64][CH2:63][CH2:62]3)[N:47]=2)=[CH:44][CH:45]=1)=[O:38], predict the reactants needed to synthesize it. The reactants are: CN(C(ON1N=NC2C=CC=NC1=2)=[N+](C)C)C.F[P-](F)(F)(F)(F)F.[O:25]=[C:26](/[CH:32]=[CH:33]/[CH3:34])[CH2:27][CH2:28][C:29]([OH:31])=O.[CH3:35][NH:36][C:37]([NH:39][C:40]1[CH:45]=[CH:44][C:43]([C:46]2[N:51]=[C:50]3[N:52]([CH:55]4[CH2:60][CH2:59][NH:58][CH2:57][CH2:56]4)[N:53]=[CH:54][C:49]3=[C:48]([N:61]3[CH2:66][CH2:65][O:64][CH2:63][CH2:62]3)[N:47]=2)=[CH:42][CH:41]=1)=[O:38]. (3) Given the product [CH2:11]([O:9][C:4]1[CH:5]=[CH:6][CH:7]=[CH:8][C:3]=1[CH2:2][OH:1])[CH2:12][CH2:13][CH3:14], predict the reactants needed to synthesize it. The reactants are: [OH:1][CH2:2][C:3]1[CH:8]=[CH:7][CH:6]=[CH:5][C:4]=1[OH:9].Br[CH2:11][CH2:12][CH2:13][CH3:14].[OH-].[Na+]. (4) Given the product [CH3:13][O:14][P:15]([N@:1]1[CH2:4][C@@H:2]1[CH3:3])(=[O:16])[O:17][CH3:18], predict the reactants needed to synthesize it. The reactants are: [NH2:1][C@H:2]([CH2:4]O)[CH3:3].C(N(CC)CC)C.[CH3:13][O:14][P:15](Cl)([O:17][CH3:18])=[O:16].C(Cl)Cl.CO.[NH4+].[OH-].C(Cl)(Cl)Cl.CO.[NH4+].[OH-].[O-][Mn](=O)(=O)=O.[K+].CS(Cl)(=O)=O.[OH-].[K+]. (5) The reactants are: [Cl:1][C:2]1[C:7]([C:8](O)=[O:9])=[CH:6][N:5]=[C:4]2[N:11]([CH2:14][O:15][CH2:16][CH2:17][Si:18]([CH3:21])([CH3:20])[CH3:19])[CH:12]=[CH:13][C:3]=12.[NH3:22].CO.[Cl-].[Na+]. Given the product [Cl:1][C:2]1[C:7]([C:8]([NH2:22])=[O:9])=[CH:6][N:5]=[C:4]2[N:11]([CH2:14][O:15][CH2:16][CH2:17][Si:18]([CH3:21])([CH3:20])[CH3:19])[CH:12]=[CH:13][C:3]=12, predict the reactants needed to synthesize it.